This data is from Full USPTO retrosynthesis dataset with 1.9M reactions from patents (1976-2016). The task is: Predict the reactants needed to synthesize the given product. (1) Given the product [CH3:1][C:2]1[C:3]([N:9]2[CH2:14][CH2:13][N:12]([C:15]([C:17]3[CH:22]=[CH:21][C:20]([N:27]4[CH2:26][C@H:25]([CH3:24])[CH2:29][S:28]4(=[O:31])=[O:30])=[CH:19][CH:18]=3)=[O:16])[CH2:11][CH2:10]2)=[N:4][CH:5]=[C:6]([CH3:8])[CH:7]=1, predict the reactants needed to synthesize it. The reactants are: [CH3:1][C:2]1[C:3]([N:9]2[CH2:14][CH2:13][N:12]([C:15]([C:17]3[CH:22]=[CH:21][C:20](I)=[CH:19][CH:18]=3)=[O:16])[CH2:11][CH2:10]2)=[N:4][CH:5]=[C:6]([CH3:8])[CH:7]=1.[CH3:24][C@@H:25]1[CH2:29][S:28](=[O:31])(=[O:30])[NH:27][CH2:26]1. (2) Given the product [C:1]([O:5][C@@H:6]([C:12]1[C:13]([CH3:46])=[N:14][C:15]2[N:16]([N:30]=[C:31]([C:34](=[O:45])[NH:35][CH2:36][C:37]3[CH:42]=[CH:41][C:40]([F:43])=[C:39]([CH3:44])[CH:38]=3)[C:32]=2[F:33])[C:17]=1[C:18]1[C:19]([CH3:29])=[C:20]2[C:25](=[C:26]([F:28])[CH:27]=1)[O:24][CH2:23][CH2:22][CH2:21]2)[C:7]([OH:9])=[O:8])([CH3:4])([CH3:3])[CH3:2], predict the reactants needed to synthesize it. The reactants are: [C:1]([O:5][C@@H:6]([C:12]1[C:13]([CH3:46])=[N:14][C:15]2[N:16]([N:30]=[C:31]([C:34](=[O:45])[NH:35][CH2:36][C:37]3[CH:42]=[CH:41][C:40]([F:43])=[C:39]([CH3:44])[CH:38]=3)[C:32]=2[F:33])[C:17]=1[C:18]1[C:19]([CH3:29])=[C:20]2[C:25](=[C:26]([F:28])[CH:27]=1)[O:24][CH2:23][CH2:22][CH2:21]2)[C:7]([O:9]CC)=[O:8])([CH3:4])([CH3:3])[CH3:2].O.[OH-].[Li+]. (3) Given the product [Cl:1][C:2]1[CH:7]=[CH:6][C:5]([NH:8][C:9](=[O:20])[C:10]2[CH:11]=[CH:12][C:13]([C:16](=[NH:19])[NH:17][O:18][CH3:29])=[CH:14][CH:15]=2)=[CH:4][C:3]=1[C:21]1[CH:26]=[CH:25][CH:24]=[CH:23][N:22]=1, predict the reactants needed to synthesize it. The reactants are: [Cl:1][C:2]1[CH:7]=[CH:6][C:5]([NH:8][C:9](=[O:20])[C:10]2[CH:15]=[CH:14][C:13]([C:16](=[NH:19])[NH:17][OH:18])=[CH:12][CH:11]=2)=[CH:4][C:3]=1[C:21]1[CH:26]=[CH:25][CH:24]=[CH:23][N:22]=1.[OH-].[Na+].[CH3:29]OS(OC)(=O)=O. (4) Given the product [CH3:19][NH:18][C:16]1[CH:15]=[CH:14][N:13]2[CH:20]=[C:10]([C:4]3[N:35]([CH3:34])[C:36]4[CH:43]=[CH:42][CH:41]=[CH:40][C:37]=4[N:38]=3)[N:11]=[C:12]2[CH:17]=1, predict the reactants needed to synthesize it. The reactants are: FC1C=[C:4]([C:10]2[N:11]=[C:12]3[CH:17]=[C:16]([NH:18][CH3:19])[CH:15]=[CH:14][N:13]3[CH:20]=2)C=CC=1OC.CNC1C=CN=C(N)C=1.BrCC([C:34]1[N:38](C)[C:37]2[CH:40]=[CH:41][CH:42]=[CH:43][C:36]=2[N:35]=1)=O. (5) Given the product [NH2:22][C:21]1[NH:23][C:7](=[O:8])[CH:6]=[C:5]([CH:4]([O:13][CH2:14][CH3:15])[O:3][CH2:1][CH3:2])[N:20]=1, predict the reactants needed to synthesize it. The reactants are: [CH2:1]([O:3][CH:4]([O:13][CH2:14][CH3:15])[C:5](=O)[CH2:6][C:7](OCC)=[O:8])[CH3:2].C(=O)(O)O.[NH2:20][C:21]([NH2:23])=[NH:22].